This data is from Forward reaction prediction with 1.9M reactions from USPTO patents (1976-2016). The task is: Predict the product of the given reaction. (1) Given the reactants [C:1]([O:5][C:6]([N:8]1[CH2:13][CH2:12][CH:11]([N:14]([C:18](C2C=NC(Cl)=NC=2)=[O:19])[CH:15]2[CH2:17][CH2:16]2)[CH2:10][CH2:9]1)=[O:7])([CH3:4])([CH3:3])[CH3:2].[Br:27][C:28]1[CH:29]=[N:30][C:31](C(O)=O)=[N:32][CH:33]=1, predict the reaction product. The product is: [C:1]([O:5][C:6]([N:8]1[CH2:9][CH2:10][CH:11]([N:14]([C:18]([C:31]2[N:32]=[CH:33][C:28]([Br:27])=[CH:29][N:30]=2)=[O:19])[CH:15]2[CH2:17][CH2:16]2)[CH2:12][CH2:13]1)=[O:7])([CH3:4])([CH3:3])[CH3:2]. (2) Given the reactants [H-].[H-].[H-].[H-].[Li+].[Al+3].C([O:9][C:10]([C@H:12]1[C@H:17]([C:18]2[CH:23]=[CH:22][C:21]([F:24])=[CH:20][CH:19]=2)[CH2:16][C:15](=O)[N:14]([CH3:26])[C:13]1=O)=O)C, predict the reaction product. The product is: [F:24][C:21]1[CH:22]=[CH:23][C:18]([C@@H:17]2[CH2:16][CH2:15][N:14]([CH3:26])[CH2:13][C@H:12]2[CH2:10][OH:9])=[CH:19][CH:20]=1. (3) Given the reactants [C:1]([C:3]1[CH:37]=[CH:36][C:6]2[N:7]([CH2:22][C:23]3[C:32]4[C:27](=[CH:28][CH:29]=[CH:30][CH:31]=4)[N:26]=[CH:25][C:24]=3[CH:33]3[CH2:35][CH2:34]3)[C:8](=[O:21])[C@@H:9]([NH:13][C:14](=[O:20])[O:15][C:16]([CH3:19])([CH3:18])[CH3:17])[C@H:10]([CH3:12])[NH:11][C:5]=2[CH:4]=1)#[N:2].[O:38]1[CH2:43][CH2:42][CH:41]([C:44](Cl)=[O:45])[CH2:40][CH2:39]1, predict the reaction product. The product is: [C:1]([C:3]1[CH:37]=[CH:36][C:6]2[N:7]([CH2:22][C:23]3[C:32]4[C:27](=[CH:28][CH:29]=[CH:30][CH:31]=4)[N:26]=[CH:25][C:24]=3[CH:33]3[CH2:34][CH2:35]3)[C:8](=[O:21])[C@@H:9]([NH:13][C:14](=[O:20])[O:15][C:16]([CH3:19])([CH3:18])[CH3:17])[C@H:10]([CH3:12])[N:11]([C:44]([CH:41]3[CH2:42][CH2:43][O:38][CH2:39][CH2:40]3)=[O:45])[C:5]=2[CH:4]=1)#[N:2]. (4) Given the reactants [I:1][C:2]1[C:6]([C:7]([O:9][CH2:10][CH3:11])=[O:8])=[CH:5][NH:4][N:3]=1.[CH3:12][C:13]1[C:14](B2OC(C)(C)C(C)(C)O2)=[CH:15][C:16]([NH:19][C:20](=[O:22])[CH3:21])=[N:17][CH:18]=1.N1C=CC=CC=1, predict the reaction product. The product is: [C:20]([NH:19][C:16]1[CH:15]=[C:14]([N:4]2[CH:5]=[C:6]([C:7]([O:9][CH2:10][CH3:11])=[O:8])[C:2]([I:1])=[N:3]2)[C:13]([CH3:12])=[CH:18][N:17]=1)(=[O:22])[CH3:21].